This data is from Forward reaction prediction with 1.9M reactions from USPTO patents (1976-2016). The task is: Predict the product of the given reaction. (1) The product is: [CH3:1][C@@:2]12[C@H:11]([CH:12]=[O:13])[C:10]([CH:14]=[O:15])=[CH:9][CH2:8][C@H:7]1[C:6]([CH3:17])([CH3:16])[CH2:5][CH2:4][CH2:3]2. Given the reactants [CH3:1][C@@:2]12[C@@H:11]([CH:12]=[O:13])[C:10]([CH:14]=[O:15])=[CH:9][CH2:8][C@H:7]1[C:6]([CH3:17])([CH3:16])[CH2:5][CH2:4][CH2:3]2.C(=O)([O-])[O-].[K+].[K+], predict the reaction product. (2) Given the reactants [F:1][C:2]1([F:16])[CH2:7][CH2:6][CH:5]([C:8]([CH3:15])([CH3:14])[C:9]([O:11]CC)=[O:10])[CH2:4][CH2:3]1.[OH-].[Na+], predict the reaction product. The product is: [F:1][C:2]1([F:16])[CH2:3][CH2:4][CH:5]([C:8]([CH3:14])([CH3:15])[C:9]([OH:11])=[O:10])[CH2:6][CH2:7]1. (3) Given the reactants P(OC[CH2:15][N:16](CCCOC1C=C2C(C(NC3C=C(CC(NC4C=CC=C(F)C=4F)=O)NN=3)=NC=N2)=CC=1)CC)(OC(C)(C)C)(OC(C)(C)C)=O.[NH2:51][C:52]1[CH:60]=[C:59]([F:61])[CH:58]=[CH:57][C:53]=1[C:54](O)=[O:55].C(O)(=O)C.C(N)=N, predict the reaction product. The product is: [F:61][C:59]1[CH:60]=[C:52]2[C:53]([C:54](=[O:55])[NH:16][CH:15]=[N:51]2)=[CH:57][CH:58]=1. (4) Given the reactants [Cl-].O[NH3+:3].[C:4](=[O:7])([O-])[OH:5].[Na+].CS(C)=O.[CH2:13]([N:20]1[C:25](=[O:26])[C:24]([CH2:27][C:28]2[CH:33]=[CH:32][C:31]([C:34]3[C:35]([C:40]#[N:41])=[CH:36][CH:37]=[CH:38][CH:39]=3)=[CH:30][CH:29]=2)=[C:23]([CH2:42][CH2:43][CH2:44][CH3:45])[N:22]=[C:21]1[O:46][CH3:47])[C:14]1[CH:19]=[CH:18][CH:17]=[CH:16][CH:15]=1, predict the reaction product. The product is: [CH2:13]([N:20]1[C:25](=[O:26])[C:24]([CH2:27][C:28]2[CH:33]=[CH:32][C:31]([C:34]3[CH:39]=[CH:38][CH:37]=[CH:36][C:35]=3[C:40]3[NH:3][C:4](=[O:7])[O:5][N:41]=3)=[CH:30][CH:29]=2)=[C:23]([CH2:42][CH2:43][CH2:44][CH3:45])[N:22]=[C:21]1[O:46][CH3:47])[C:14]1[CH:15]=[CH:16][CH:17]=[CH:18][CH:19]=1.